Dataset: Forward reaction prediction with 1.9M reactions from USPTO patents (1976-2016). Task: Predict the product of the given reaction. (1) Given the reactants [CH2:1]([O:3][C:4](=[O:15])[C:5]1[CH:10]=[C:9]([CH3:11])[N:8]=[C:7]([CH:12]=[CH:13][CH3:14])[CH:6]=1)[CH3:2], predict the reaction product. The product is: [CH2:1]([O:3][C:4](=[O:15])[C:5]1[CH:10]=[C:9]([CH3:11])[N:8]=[C:7]([CH2:12][CH2:13][CH3:14])[CH:6]=1)[CH3:2]. (2) The product is: [Cl:26][C:22]1[O:23][C:19]([C:16]2[CH:15]=[CH:14][C:13]([C:12]([F:11])([F:24])[F:25])=[CH:18][CH:17]=2)=[CH:20][N:21]=1. Given the reactants [Li+].C[Si]([N-][Si](C)(C)C)(C)C.[F:11][C:12]([F:25])([F:24])[C:13]1[CH:18]=[CH:17][C:16]([C:19]2[O:23][CH:22]=[N:21][CH:20]=2)=[CH:15][CH:14]=1.[Cl:26]C(Cl)(Cl)C(Cl)(Cl)Cl, predict the reaction product. (3) Given the reactants [CH3:1][O:2][C:3](=[O:16])[CH:4]=[CH:5][C:6]1[CH:11]=[CH:10][CH:9]=[C:8]([S:12](Cl)(=[O:14])=[O:13])[CH:7]=1.[NH2:17][C:18]1[CH:23]=[CH:22][CH:21]=[CH:20][CH:19]=1.N1C=CC=CC=1, predict the reaction product. The product is: [CH3:1][O:2][C:3](=[O:16])[CH:4]=[CH:5][C:6]1[CH:11]=[CH:10][CH:9]=[C:8]([S:12](=[O:14])(=[O:13])[NH:17][C:18]2[CH:23]=[CH:22][CH:21]=[CH:20][CH:19]=2)[CH:7]=1. (4) The product is: [CH3:1][O:2][C:3](=[O:32])[CH2:4][O:5][C:6]1[CH:15]=[CH:14][C:13]([Cl:16])=[C:12]2[C:7]=1[C:8]([O:31][CH:34]([F:36])[F:35])=[C:9]([CH2:19][C:20]1[CH:25]=[CH:24][C:23]([N:26]3[CH:30]=[CH:29][CH:28]=[N:27]3)=[CH:22][CH:21]=1)[C:10]([CH2:17][CH3:18])=[N:11]2. Given the reactants [CH3:1][O:2][C:3](=[O:32])[CH2:4][O:5][C:6]1[CH:15]=[CH:14][C:13]([Cl:16])=[C:12]2[C:7]=1[C:8](=[O:31])[C:9]([CH2:19][C:20]1[CH:25]=[CH:24][C:23]([N:26]3[CH:30]=[CH:29][CH:28]=[N:27]3)=[CH:22][CH:21]=1)=[C:10]([CH2:17][CH3:18])[NH:11]2.Cl[C:34](OC(=O)C)([F:36])[F:35], predict the reaction product. (5) Given the reactants [CH3:1][C@@H:2]1[CH2:6][CH2:5][CH2:4][N:3]1[CH2:7][CH2:8][C:9]1[CH:14]=[CH:13][C:12]([C:15]2[CH:20]=[CH:19][C:18]([C:21]3([C:26]([OH:28])=O)[CH2:25][CH2:24][CH2:23][CH2:22]3)=[CH:17][CH:16]=2)=[CH:11][CH:10]=1.Cl.[NH2:30][C@@H:31]([CH3:36])[C:32]([O:34][CH3:35])=[O:33].CN(C(ON1N=NC2C=CC=NC1=2)=[N+](C)C)C.F[P-](F)(F)(F)(F)F.Cl, predict the reaction product. The product is: [CH3:1][C@@H:2]1[CH2:6][CH2:5][CH2:4][N:3]1[CH2:7][CH2:8][C:9]1[CH:10]=[CH:11][C:12]([C:15]2[CH:20]=[CH:19][C:18]([C:21]3([C:26]([NH:30][C@@H:31]([CH3:36])[C:32]([O:34][CH3:35])=[O:33])=[O:28])[CH2:25][CH2:24][CH2:23][CH2:22]3)=[CH:17][CH:16]=2)=[CH:13][CH:14]=1. (6) Given the reactants [F:1][C:2]1[CH:7]=[CH:6][C:5]([C:8]2[CH:13]=[CH:12][N:11]=[CH:10][C:9]=2[NH:14][CH2:15][C:16]2[CH:20]=[C:19]([CH3:21])[O:18][N:17]=2)=[C:4]([O:22][CH3:23])[CH:3]=1.[CH3:24][S:25]([C:28]1[CH:29]=[C:30]([CH:34]=[C:35]([C:37]([F:40])([F:39])[F:38])[CH:36]=1)[C:31](O)=[O:32])(=[O:27])=[O:26], predict the reaction product. The product is: [F:1][C:2]1[CH:7]=[CH:6][C:5]([C:8]2[CH:13]=[CH:12][N:11]=[CH:10][C:9]=2[N:14]([CH2:15][C:16]2[CH:20]=[C:19]([CH3:21])[O:18][N:17]=2)[C:31](=[O:32])[C:30]2[CH:34]=[C:35]([C:37]([F:40])([F:38])[F:39])[CH:36]=[C:28]([S:25]([CH3:24])(=[O:27])=[O:26])[CH:29]=2)=[C:4]([O:22][CH3:23])[CH:3]=1.